Dataset: Reaction yield outcomes from USPTO patents with 853,638 reactions. Task: Predict the reaction yield, written as a fraction of the theoretical maximum amount of product (1.0 means a 100% yield; for example, 0.34 means a 34% yield). (1) The reactants are [C@]12(C)C(C)(C)C(CC1)CC2C([O:12][C@H:13]([C:18]1[CH:23]=[C:22]([O:24][CH3:25])[C:21]([I:26])=[CH:20][C:19]=1[N+:27]([O-:29])=[O:28])[C:14]([CH3:17])([CH3:16])[CH3:15])=O.C([O-])([O-])=O.[K+].[K+]. The catalyst is CO. The product is [I:26][C:21]1[C:22]([O:24][CH3:25])=[CH:23][C:18]([C@@H:13]([OH:12])[C:14]([CH3:17])([CH3:16])[CH3:15])=[C:19]([N+:27]([O-:29])=[O:28])[CH:20]=1. The yield is 0.980. (2) The reactants are C(OC([N:8]1[CH2:13][CH2:12][N:11]([C:14]2[S:15][CH:16]=[CH:17][CH:18]=2)[CH2:10][CH2:9]1)=O)(C)(C)C.[ClH:19].C(OCC)(=O)C. The catalyst is C(OCC)(=O)C. The product is [ClH:19].[S:15]1[CH:16]=[CH:17][CH:18]=[C:14]1[N:11]1[CH2:10][CH2:9][NH:8][CH2:13][CH2:12]1. The yield is 0.980. (3) The reactants are [F:1][C:2]1[CH:3]=[CH:4][C:5]([O:8][CH2:9][CH:10]2[CH2:15][CH:14]3[NH:16][CH:11]2[CH2:12][CH2:13]3)=[N:6][CH:7]=1.[S:17]1[CH:21]=[CH:20][CH:19]=[C:18]1[C:22]1[CH:30]=[CH:29][CH:28]=[CH:27][C:23]=1[C:24](Cl)=[O:25]. The catalyst is C(Cl)Cl. The product is [F:1][C:2]1[CH:3]=[CH:4][C:5]([O:8][CH2:9][CH:10]2[CH2:15][CH:14]3[N:16]([C:24]([C:23]4[CH:27]=[CH:28][CH:29]=[CH:30][C:22]=4[C:18]4[S:17][CH:21]=[CH:20][CH:19]=4)=[O:25])[CH:11]2[CH2:12][CH2:13]3)=[N:6][CH:7]=1. The yield is 0.570. (4) The reactants are [C:1]1([C:7]2[CH:8]=[C:9]3[C:13](=[CH:14][CH:15]=2)[NH:12][C:11](=[O:16])[CH2:10]3)[CH:6]=[CH:5][CH:4]=[CH:3][CH:2]=1.[CH2:17]([N:19]([CH2:34][CH3:35])[CH2:20][CH2:21][NH:22][C:23]([C:25]1[C:29]([CH3:30])=[C:28]([CH:31]=O)[NH:27][C:26]=1[CH3:33])=[O:24])[CH3:18]. No catalyst specified. The product is [CH2:34]([N:19]([CH2:17][CH3:18])[CH2:20][CH2:21][NH:22][C:23]([C:25]1[C:29]([CH3:30])=[C:28]([CH:31]=[C:10]2[C:9]3[C:13](=[CH:14][CH:15]=[C:7]([C:1]4[CH:2]=[CH:3][CH:4]=[CH:5][CH:6]=4)[CH:8]=3)[NH:12][C:11]2=[O:16])[NH:27][C:26]=1[CH3:33])=[O:24])[CH3:35]. The yield is 0.460. (5) The reactants are [CH3:1][O:2][C:3]1([O:13][CH3:14])[CH2:8][CH2:7][C:6]([CH2:11][OH:12])([CH2:9][OH:10])[CH2:5][CH2:4]1.[S:15](Cl)([C:18]1[CH:24]=[CH:23][C:21]([CH3:22])=[CH:20][CH:19]=1)(=[O:17])=[O:16]. The catalyst is N1C=CC=CC=1.CCOC(C)=O. The product is [CH3:22][C:21]1[CH:23]=[CH:24][C:18]([S:15]([O:12][CH2:11][C:6]2([CH2:9][O:10][S:15]([C:18]3[CH:24]=[CH:23][C:21]([CH3:22])=[CH:20][CH:19]=3)(=[O:17])=[O:16])[CH2:5][CH2:4][C:3]([O:2][CH3:1])([O:13][CH3:14])[CH2:8][CH2:7]2)(=[O:17])=[O:16])=[CH:19][CH:20]=1. The yield is 0.600. (6) The reactants are [NH2:1][C:2]1[CH:3]=[C:4]([NH:9][S:10]([CH3:13])(=[O:12])=[O:11])[C:5]([Cl:8])=[N:6][CH:7]=1.C[Si]([N-][Si](C)(C)C)(C)C.[Na+].F[C:25]1[C:30]([C:31]2[N:36]=[C:35]([CH3:37])[N:34]=[C:33]([NH2:38])[CH:32]=2)=[CH:29][CH:28]=[CH:27][N:26]=1. The catalyst is C1COCC1. The product is [NH2:38][C:33]1[N:34]=[C:35]([CH3:37])[N:36]=[C:31]([C:30]2[C:25]([NH:1][C:2]3[CH:3]=[C:4]([NH:9][S:10]([CH3:13])(=[O:12])=[O:11])[C:5]([Cl:8])=[N:6][CH:7]=3)=[N:26][CH:27]=[CH:28][CH:29]=2)[CH:32]=1. The yield is 0.122.